From a dataset of Forward reaction prediction with 1.9M reactions from USPTO patents (1976-2016). Predict the product of the given reaction. (1) Given the reactants [CH:1]1([NH:4][CH:5]2[CH2:10][CH2:9][N:8]([C:11]3[CH:16]=[N:15][C:14]([CH3:17])=[CH:13][N:12]=3)[CH2:7][CH2:6]2)[CH2:3][CH2:2]1.[F:18][C:19]1[CH:20]=[C:21]([CH:25]=[CH:26][C:27]=1[C:28]1[O:32][CH:31]=[N:30][CH:29]=1)[C:22](O)=[O:23], predict the reaction product. The product is: [CH:1]1([N:4]([CH:5]2[CH2:10][CH2:9][N:8]([C:11]3[CH:16]=[N:15][C:14]([CH3:17])=[CH:13][N:12]=3)[CH2:7][CH2:6]2)[C:22](=[O:23])[C:21]2[CH:25]=[CH:26][C:27]([C:28]3[O:32][CH:31]=[N:30][CH:29]=3)=[C:19]([F:18])[CH:20]=2)[CH2:2][CH2:3]1. (2) The product is: [Cl:1][C:2]1[CH:3]=[CH:4][C:5]([CH:8]([CH3:12])[CH2:9][CH2:10][OH:11])=[CH:6][CH:7]=1. Given the reactants [Cl:1][C:2]1[CH:7]=[CH:6][C:5]([C:8](=[CH2:12])[CH2:9][CH2:10][OH:11])=[CH:4][CH:3]=1, predict the reaction product. (3) Given the reactants [CH2:1]([C:4]1[CH:13]=[CH:12][C:11]2[CH:10]=[N:9][CH:8]=[CH:7][C:6]=2[C:5]=1[OH:14])[CH2:2][CH3:3].[Br:15]Br, predict the reaction product. The product is: [Br:15][C:12]1[C:11]2[CH:10]=[N:9][CH:8]=[CH:7][C:6]=2[C:5]([OH:14])=[C:4]([CH2:1][CH2:2][CH3:3])[CH:13]=1.